From a dataset of Blood-brain barrier penetration binary classification data from Martins et al.. Regression/Classification. Given a drug SMILES string, predict its absorption, distribution, metabolism, or excretion properties. Task type varies by dataset: regression for continuous measurements (e.g., permeability, clearance, half-life) or binary classification for categorical outcomes (e.g., BBB penetration, CYP inhibition). Dataset: bbb_martins. (1) The compound is CO[C@H]1/C=C/O[C@@]2(C)Oc3c(C)c(O)c4c(O)c(c5c(nc6cc(C)ccn65)c4c3C2=O)NC(=O)/C(C)=C\C=C\[C@H](C)[C@H](O)[C@@H](C)[C@@H](O)[C@@H](C)[C@H](OC(C)=O)[C@@H]1C. The result is 0 (does not penetrate BBB). (2) The compound is CN(C)CCCN1c2ccccc2Sc2ccc(C(F)(F)F)cc21. The result is 1 (penetrates BBB). (3) The compound is C[C@]12CC(=O)[C@H]3[C@@H](CCC4=CC(=O)C=C[C@@]43C)[C@@H]1CC[C@]2(O)C(=O)CO. The result is 0 (does not penetrate BBB). (4) The drug is CO[C@H]1/C=C/O[C@@]2(C)Oc3c(C)c(O)c4c(c3C2=O)C(=O)/C(=C/NN2CCN(C3CCCC3)CC2)C(=C4O)NC(=O)/C(C)=C\C=C\[C@H](C)[C@H](O)[C@@H](C)[C@@H](O)[C@@H](C)[C@H](OC(C)=O)[C@@H]1C. The result is 0 (does not penetrate BBB).